The task is: Predict the reaction yield, written as a fraction of the theoretical maximum amount of product (1.0 means a 100% yield; for example, 0.34 means a 34% yield).. This data is from Reaction yield outcomes from USPTO patents with 853,638 reactions. (1) The reactants are [NH2:1][C:2]1[C:7]([S:8](Cl)(=[O:10])=[O:9])=[CH:6][C:5]([C:12]2[CH:13]=[C:14]3[C:19](=[CH:20][CH:21]=2)[N:18]=[CH:17][CH:16]=[C:15]3[C:22]2[CH:27]=[CH:26][N:25]=[CH:24][CH:23]=2)=[CH:4][N:3]=1.O1CCOCC1.[NH:34]1[CH2:39][CH2:38][CH2:37][CH2:36][CH2:35]1.N1C=CC=CC=1. The catalyst is ClS(O)(=O)=O. The product is [N:34]1([S:8]([C:7]2[C:2]([NH2:1])=[N:3][CH:4]=[C:5]([C:12]3[CH:13]=[C:14]4[C:19](=[CH:20][CH:21]=3)[N:18]=[CH:17][CH:16]=[C:15]4[C:22]3[CH:27]=[CH:26][N:25]=[CH:24][CH:23]=3)[CH:6]=2)(=[O:10])=[O:9])[CH2:39][CH2:38][CH2:37][CH2:36][CH2:35]1. The yield is 0.660. (2) The reactants are Cl.[CH:2]12[NH:8][CH:5]([CH2:6][CH2:7]1)[CH2:4][CH2:3]2.F[C:10]1[CH:15]=[CH:14][C:13]([N+:16]([O-:18])=[O:17])=[C:12]([C:19]([F:22])([F:21])[F:20])[CH:11]=1.C(N(CC)CC)C. The catalyst is C(#N)C. The product is [N+:16]([C:13]1[CH:14]=[CH:15][C:10]([N:8]2[CH:5]3[CH2:6][CH2:7][CH:2]2[CH2:3][CH2:4]3)=[CH:11][C:12]=1[C:19]([F:20])([F:21])[F:22])([O-:18])=[O:17]. The yield is 0.880.